From a dataset of Forward reaction prediction with 1.9M reactions from USPTO patents (1976-2016). Predict the product of the given reaction. (1) Given the reactants [Cl:1][C:2]1[CH:3]=[C:4]([CH:19]=[CH:20][C:21]=1[C:22](O)=[O:23])[C:5]([NH:7][CH2:8][C:9]1[NH:13][C:12]2[CH:14]=[CH:15][C:16]([Cl:18])=[CH:17][C:11]=2[N:10]=1)=[O:6].[NH:25]1[CH2:30][CH2:29][CH2:28][CH:27]([CH2:31][NH:32]C(=O)OC(C)(C)C)[CH2:26]1.CN(C(ON1N=NC2C=CC=CC1=2)=[N+](C)C)C.[B-](F)(F)(F)F.FC(F)(F)C(O)=O, predict the reaction product. The product is: [NH2:32][CH2:31][CH:27]1[CH2:28][CH2:29][CH2:30][N:25]([C:22]([C:21]2[CH:20]=[CH:19][C:4]([C:5]([NH:7][CH2:8][C:9]3[NH:13][C:12]4[CH:14]=[CH:15][C:16]([Cl:18])=[CH:17][C:11]=4[N:10]=3)=[O:6])=[CH:3][C:2]=2[Cl:1])=[O:23])[CH2:26]1. (2) Given the reactants [CH:1]([N:4]([CH3:29])[C:5]1[C:6]([C:19]2[CH:27]=[C:26]3[C:22]([CH:23]=[N:24][N:25]3[CH3:28])=[CH:21][CH:20]=2)=[N:7][C:8]2[C:13]([N:14]=1)=[CH:12][C:11]([C:15]([O:17]C)=[O:16])=[CH:10][CH:9]=2)([CH3:3])[CH3:2].O[Li].O.Cl, predict the reaction product. The product is: [CH:1]([N:4]([CH3:29])[C:5]1[C:6]([C:19]2[CH:27]=[C:26]3[C:22]([CH:23]=[N:24][N:25]3[CH3:28])=[CH:21][CH:20]=2)=[N:7][C:8]2[C:13]([N:14]=1)=[CH:12][C:11]([C:15]([OH:17])=[O:16])=[CH:10][CH:9]=2)([CH3:3])[CH3:2]. (3) Given the reactants [NH2:1][C:2]1[S:3][C:4]2[CH:10]=[C:9]([O:11][S:12]([C:15]3[CH:20]=[CH:19][C:18]([F:21])=[CH:17][CH:16]=3)(=[O:14])=[O:13])[CH:8]=[CH:7][C:5]=2[N:6]=1.[C:22](O)(=[O:24])[CH3:23].CN(C(ON1N=NC2C=CC=CC1=2)=[N+](C)C)C.F[P-](F)(F)(F)(F)F.C(NC(C)C)(C)C, predict the reaction product. The product is: [C:22]([NH:1][C:2]1[S:3][C:4]2[CH:10]=[C:9]([O:11][S:12]([C:15]3[CH:20]=[CH:19][C:18]([F:21])=[CH:17][CH:16]=3)(=[O:13])=[O:14])[CH:8]=[CH:7][C:5]=2[N:6]=1)(=[O:24])[CH3:23]. (4) Given the reactants Cl[C:2]1[C:11]([CH3:12])=[C:10]([Cl:13])[C:9]2[C:4](=[CH:5][C:6]([F:15])=[CH:7][C:8]=2[F:14])[N:3]=1.CC1(C)C(C)(C)OB([C:24]2[CH:25]=[CH:26][C:27]([N:30]3[CH2:35][CH2:34][NH:33][CH2:32][CH2:31]3)=[N:28][CH:29]=2)O1.C(=O)([O-])[O-].[K+].[K+], predict the reaction product. The product is: [Cl:13][C:10]1[C:9]2[C:4](=[CH:5][C:6]([F:15])=[CH:7][C:8]=2[F:14])[N:3]=[C:2]([C:24]2[CH:29]=[N:28][C:27]([N:30]3[CH2:31][CH2:32][NH:33][CH2:34][CH2:35]3)=[CH:26][CH:25]=2)[C:11]=1[CH3:12]. (5) The product is: [CH3:1][O:2][C:3]1[CH:9]=[CH:8][C:6]([NH:7][C:20]([NH:19][C:11](=[O:18])[C:12]2[CH:13]=[CH:14][CH:15]=[CH:16][CH:17]=2)=[S:21])=[C:5]([CH3:10])[CH:4]=1. Given the reactants [CH3:1][O:2][C:3]1[CH:9]=[CH:8][C:6]([NH2:7])=[C:5]([CH3:10])[CH:4]=1.[C:11]([N:19]=[C:20]=[S:21])(=[O:18])[C:12]1[CH:17]=[CH:16][CH:15]=[CH:14][CH:13]=1, predict the reaction product.